The task is: Binary Classification. Given a T-cell receptor sequence (or CDR3 region) and an epitope sequence, predict whether binding occurs between them.. This data is from TCR-epitope binding with 47,182 pairs between 192 epitopes and 23,139 TCRs. (1) The TCR CDR3 sequence is CASSLEAGGPRETQYF. Result: 0 (the TCR does not bind to the epitope). The epitope is QASQEVKNW. (2) The epitope is ARMILMTHF. The TCR CDR3 sequence is CASSLEGSNEQFF. Result: 0 (the TCR does not bind to the epitope).